From a dataset of Full USPTO retrosynthesis dataset with 1.9M reactions from patents (1976-2016). Predict the reactants needed to synthesize the given product. (1) The reactants are: [CH3:1][O:2][C:3](=[O:12])[C:4]1[CH:9]=[CH:8][C:7]([NH2:10])=[C:6]([I:11])[CH:5]=1.[C:13](OC(=O)C)(=[O:15])[CH3:14]. Given the product [CH3:1][O:2][C:3](=[O:12])[C:4]1[CH:9]=[CH:8][C:7]([NH:10][C:13](=[O:15])[CH3:14])=[C:6]([I:11])[CH:5]=1, predict the reactants needed to synthesize it. (2) Given the product [C:1]1([C:11]2[CH:12]=[C:13]([C:34]3[CH:39]=[CH:38][C:37]([C:40]4[CH:45]=[C:44]([C:4]5[C:5]6[C:10](=[CH:9][CH:8]=[CH:7][CH:6]=6)[CH:1]=[CH:2][CH:3]=5)[C:43]([C:11]5[CH:12]=[CH:13][CH:14]=[CH:15][CH:16]=5)=[C:42]([C:20]5[C:30]6[C:31](=[CH:19][CH:18]=[CH:17][CH:26]=6)[CH:23]=[CH:22][CH:21]=5)[CH:41]=4)=[CH:36][CH:35]=3)[CH:14]=[C:15]([C:17]3[C:26]4[C:21](=[CH:22][CH:23]=[CH:24][CH:25]=4)[CH:20]=[CH:19][CH:18]=3)[CH:16]=2)[C:10]2[C:5](=[CH:6][CH:7]=[CH:8][CH:9]=2)[CH:4]=[CH:3][CH:2]=1, predict the reactants needed to synthesize it. The reactants are: [C:1]1([C:11]2[CH:12]=[C:13](Br)[CH:14]=[C:15]([C:17]3[C:26]4[C:21](=[CH:22][CH:23]=[CH:24][CH:25]=4)[CH:20]=[CH:19][CH:18]=3)[CH:16]=2)[C:10]2[C:5](=[CH:6][CH:7]=[CH:8][CH:9]=2)[CH:4]=[CH:3][CH:2]=1.[Mg].Br[CH2:30][CH2:31]Br.I[C:34]1[CH:39]=[CH:38][C:37]([C:40]2[CH:45]=[CH:44][C:43](I)=[CH:42][CH:41]=2)=[CH:36][CH:35]=1. (3) Given the product [Cl:32][C:33]1[CH:34]=[C:35]2[C:39](=[CH:40][C:41]=1[NH:42][C:3]1[N:16]3[C:7](=[N:8][C:9]4[C:14]([C:15]3=[O:17])=[C:13]([F:18])[CH:12]=[CH:11][CH:10]=4)[C:6]3[CH:19]=[CH:20][N:21]([S:22]([C:25]4[CH:26]=[CH:27][C:28]([CH3:31])=[CH:29][CH:30]=4)(=[O:23])=[O:24])[C:5]=3[N:4]=1)[N:38]([C:43](=[O:48])[CH2:44][N:45]([CH3:46])[CH3:47])[CH2:37][CH2:36]2, predict the reactants needed to synthesize it. The reactants are: Cl.Cl[C:3]1[N:16]2[C:7](=[N:8][C:9]3[C:14]([C:15]2=[O:17])=[C:13]([F:18])[CH:12]=[CH:11][CH:10]=3)[C:6]2[CH:19]=[CH:20][N:21]([S:22]([C:25]3[CH:30]=[CH:29][C:28]([CH3:31])=[CH:27][CH:26]=3)(=[O:24])=[O:23])[C:5]=2[N:4]=1.[Cl:32][C:33]1[CH:34]=[C:35]2[C:39](=[CH:40][C:41]=1[NH2:42])[N:38]([C:43](=[O:48])[CH2:44][N:45]([CH3:47])[CH3:46])[CH2:37][CH2:36]2. (4) Given the product [Cl:21][C:22]1[C:30]([Cl:31])=[C:29]2[C:25]([CH2:26][C:27]([CH:34]3[CH2:38][CH2:37][CH2:36][CH2:35]3)([CH3:33])[C:28]2=[O:32])=[CH:24][C:23]=1[O:39][CH2:2][CH2:3][CH2:4][CH2:5][N:6]1[C:10]2[CH:11]=[CH:12][CH:13]=[CH:14][C:9]=2[N:8]=[C:7]1[C:15]1[CH:20]=[CH:19][CH:18]=[CH:17][CH:16]=1, predict the reactants needed to synthesize it. The reactants are: Br[CH2:2][CH2:3][CH2:4][CH2:5][N:6]1[C:10]2[CH:11]=[CH:12][CH:13]=[CH:14][C:9]=2[N:8]=[C:7]1[C:15]1[CH:20]=[CH:19][CH:18]=[CH:17][CH:16]=1.[Cl:21][C:22]1[C:30]([Cl:31])=[C:29]2[C:25]([CH2:26][C:27]([CH:34]3[CH2:38][CH2:37][CH2:36][CH2:35]3)([CH3:33])[C:28]2=[O:32])=[CH:24][C:23]=1[OH:39].C(=O)([O-])[O-].[K+].[K+].